This data is from Forward reaction prediction with 1.9M reactions from USPTO patents (1976-2016). The task is: Predict the product of the given reaction. (1) The product is: [NH2:11][C:4]1[CH:3]=[C:2]([N:15]2[CH2:14][CH2:13][N:12]([C:18]([O:20][C:21]([CH3:24])([CH3:23])[CH3:22])=[O:19])[CH2:17][CH2:16]2)[CH:7]=[N:6][C:5]=1[N+:8]([O-:10])=[O:9]. Given the reactants Br[C:2]1[CH:3]=[C:4]([NH2:11])[C:5]([N+:8]([O-:10])=[O:9])=[N:6][CH:7]=1.[N:12]1([C:18]([O:20][C:21]([CH3:24])([CH3:23])[CH3:22])=[O:19])[CH2:17][CH2:16][NH:15][CH2:14][CH2:13]1, predict the reaction product. (2) Given the reactants C([O:8][C@@H:9]1[C@@H:47]([O:48]CC2C=CC=CC=2)[C@H:46]([O:56][C@@H:57]2[O:86][C@H:85]([CH2:87][F:88])[C@@H:76]([O:77]CC3C=CC=CC=3)[C@H:67]([O:68]CC3C=CC=CC=3)[C@H:58]2[O:59]CC2C=CC=CC=2)[C@@H:45]([CH2:89][O:90]CC2C=CC=CC=2)[O:44][C@@H:10]1[O:11][C@H:12]1[C@H:16]([O:17]CC2C=CC=CC=2)[CH2:15][N:14](C(OCC2C=CC=CC=2)=O)[C@@H:13]1[CH2:35][O:36]CC1C=CC=CC=1)C1C=CC=CC=1.Cl, predict the reaction product. The product is: [F:88][CH2:87][C@H:85]1[O:86][C@@H:57]([O:56][C@@H:46]2[C@@H:45]([CH2:89][OH:90])[O:44][C@H:10]([O:11][C@H:12]3[C@H:16]([OH:17])[CH2:15][NH:14][C@@H:13]3[CH2:35][OH:36])[C@H:9]([OH:8])[C@H:47]2[OH:48])[C@H:58]([OH:59])[C@@H:67]([OH:68])[C@@H:76]1[OH:77]. (3) The product is: [F:1][C:2]1[CH:7]=[C:6]([F:8])[CH:5]=[CH:4][C:3]=1[NH:9][C:10]([NH:17][CH2:12][C:13]([CH3:16])([CH3:15])[CH3:14])=[S:11]. Given the reactants [F:1][C:2]1[CH:7]=[C:6]([F:8])[CH:5]=[CH:4][C:3]=1[N:9]=[C:10]=[S:11].[CH2:12]([NH2:17])[C:13]([CH3:16])([CH3:15])[CH3:14], predict the reaction product. (4) Given the reactants [Cl:1]N1C(=O)CCC1=O.[F:9][CH:10]([F:19])[O:11][C:12]1[CH:18]=[CH:17][C:15]([NH2:16])=[CH:14][CH:13]=1, predict the reaction product. The product is: [Cl:1][C:17]1[CH:18]=[C:12]([O:11][CH:10]([F:19])[F:9])[CH:13]=[CH:14][C:15]=1[NH2:16]. (5) Given the reactants [NH2:1][C@:2]12[CH2:38][CH2:37][C@@H:36]([C:39]([CH3:41])=[CH2:40])[C@@H:3]1[C@@H:4]1[C@@:17]([CH3:20])([CH2:18][CH2:19]2)[C@@:16]2([CH3:21])[C@@H:7]([C@:8]3([CH3:35])[C@@H:13]([CH2:14][CH2:15]2)[C:12]([CH3:23])([CH3:22])[C:11]([C:24]2[CH2:29][CH2:28][CH:27]([C:30]([O:32][CH2:33][CH3:34])=[O:31])[CH2:26][CH:25]=2)=[CH:10][CH2:9]3)[CH2:6][CH2:5]1.C(O)(=O)C, predict the reaction product. The product is: [NH2:1][C@:2]12[CH2:38][CH2:37][C@@H:36]([CH:39]([CH3:40])[CH3:41])[C@@H:3]1[C@@H:4]1[C@@:17]([CH3:20])([CH2:18][CH2:19]2)[C@@:16]2([CH3:21])[C@@H:7]([C@:8]3([CH3:35])[C@@H:13]([CH2:14][CH2:15]2)[C:12]([CH3:22])([CH3:23])[C:11]([C:24]2[CH2:29][CH2:28][CH:27]([C:30]([O:32][CH2:33][CH3:34])=[O:31])[CH2:26][CH:25]=2)=[CH:10][CH2:9]3)[CH2:6][CH2:5]1. (6) Given the reactants [OH:1][C:2]1[CH:7]=[CH:6][C:5]([C:8]2[C:9]3[CH:16]=[C:15]([CH2:17][O:18][C:19]4[CH:24]=[CH:23][C:22]([C@@H:25]([C:31]#[C:32][CH3:33])[CH2:26][C:27]([O:29]C)=[O:28])=[CH:21][CH:20]=4)[CH:14]=[CH:13][C:10]=3[S:11][CH:12]=2)=[C:4]([CH3:34])[CH:3]=1.[OH-].[Na+].Cl, predict the reaction product. The product is: [OH:1][C:2]1[CH:7]=[CH:6][C:5]([C:8]2[C:9]3[CH:16]=[C:15]([CH2:17][O:18][C:19]4[CH:24]=[CH:23][C:22]([C@@H:25]([C:31]#[C:32][CH3:33])[CH2:26][C:27]([OH:29])=[O:28])=[CH:21][CH:20]=4)[CH:14]=[CH:13][C:10]=3[S:11][CH:12]=2)=[C:4]([CH3:34])[CH:3]=1. (7) Given the reactants N[C:2]1[CH:3]=[C:4]([C:9](=[O:15])[CH2:10][CH2:11][C:12]([OH:14])=[O:13])[CH:5]=[CH:6][C:7]=1[Cl:8].[ClH:16].N([O-])=O.[Na+].[S:21](=[O:23])=[O:22], predict the reaction product. The product is: [Cl:8][C:7]1[CH:6]=[CH:5][C:4]([C:9](=[O:15])[CH2:10][CH2:11][C:12]([OH:14])=[O:13])=[CH:3][C:2]=1[S:21]([Cl:16])(=[O:23])=[O:22].